This data is from Forward reaction prediction with 1.9M reactions from USPTO patents (1976-2016). The task is: Predict the product of the given reaction. (1) Given the reactants [Br:1][C:2]1[CH:3]=[C:4]2[C:8](=[CH:9][CH:10]=1)[NH:7][CH2:6][CH2:5]2.[F:11][C:12]([F:23])([F:22])[C:13](O[C:13](=[O:14])[C:12]([F:23])([F:22])[F:11])=[O:14], predict the reaction product. The product is: [Br:1][C:2]1[CH:3]=[C:4]2[C:8](=[CH:9][CH:10]=1)[N:7]([C:13](=[O:14])[C:12]([F:23])([F:22])[F:11])[CH2:6][CH2:5]2. (2) Given the reactants [F:1][C:2]1[CH:7]=[CH:6][C:5]([F:8])=[CH:4][C:3]=1[C:9]1[CH2:13][N:12]([C:14]([N:16]([CH3:27])[CH:17]2[CH2:22][CH2:21][N:20]([CH2:23][C:24]([OH:26])=[O:25])[CH2:19][CH2:18]2)=[O:15])[C:11]([CH2:34][OH:35])([C:28]2[CH:33]=[CH:32][CH:31]=[CH:30][CH:29]=2)[CH:10]=1.[Si](C=[N+]=[N-])(C)(C)[CH3:37], predict the reaction product. The product is: [F:1][C:2]1[CH:7]=[CH:6][C:5]([F:8])=[CH:4][C:3]=1[C:9]1[CH2:13][N:12]([C:14]([N:16]([CH3:27])[CH:17]2[CH2:18][CH2:19][N:20]([CH2:23][C:24]([O:26][CH3:37])=[O:25])[CH2:21][CH2:22]2)=[O:15])[C:11]([CH2:34][OH:35])([C:28]2[CH:33]=[CH:32][CH:31]=[CH:30][CH:29]=2)[CH:10]=1. (3) Given the reactants [OH:1][C:2]1[CH:20]=[CH:19][C:5]([CH2:6][NH:7][C:8](=[O:18])[C:9]2[CH:14]=[CH:13][C:12]([N+:15]([O-:17])=[O:16])=[CH:11][CH:10]=2)=[CH:4][CH:3]=1.[CH2:21]([O:28][C:29]1[CH:37]=[CH:36][C:32]([C:33](Cl)=[O:34])=[CH:31][CH:30]=1)[CH2:22][CH2:23][CH2:24][CH2:25][CH2:26][CH3:27], predict the reaction product. The product is: [CH2:21]([O:28][C:29]1[CH:30]=[CH:31][C:32]([C:33]([O:1][C:2]2[CH:3]=[CH:4][C:5]([CH2:6][NH:7][C:8](=[O:18])[C:9]3[CH:14]=[CH:13][C:12]([N+:15]([O-:17])=[O:16])=[CH:11][CH:10]=3)=[CH:19][CH:20]=2)=[O:34])=[CH:36][CH:37]=1)[CH2:22][CH2:23][CH2:24][CH2:25][CH2:26][CH3:27]. (4) Given the reactants C([O:8][CH2:9][C:10]1[N:11]([CH2:23][CH3:24])[CH:12]=[C:13]([C:15]2[CH:20]=[CH:19][C:18]([F:21])=[C:17]([CH3:22])[CH:16]=2)[N:14]=1)C1C=CC=CC=1.[OH-].[Na+], predict the reaction product. The product is: [CH2:23]([N:11]1[CH:12]=[C:13]([C:15]2[CH:20]=[CH:19][C:18]([F:21])=[C:17]([CH3:22])[CH:16]=2)[N:14]=[C:10]1[CH2:9][OH:8])[CH3:24].